From a dataset of Merck oncology drug combination screen with 23,052 pairs across 39 cell lines. Regression. Given two drug SMILES strings and cell line genomic features, predict the synergy score measuring deviation from expected non-interaction effect. Drug 1: COc1cc(C2c3cc4c(cc3C(OC3OC5COC(C)OC5C(O)C3O)C3COC(=O)C23)OCO4)cc(OC)c1O. Drug 2: Cn1cc(-c2cnn3c(N)c(Br)c(C4CCCNC4)nc23)cn1. Cell line: SKMEL30. Synergy scores: synergy=58.9.